From a dataset of Reaction yield outcomes from USPTO patents with 853,638 reactions. Predict the reaction yield, written as a fraction of the theoretical maximum amount of product (1.0 means a 100% yield; for example, 0.34 means a 34% yield). (1) The reactants are [Cl-].O[NH3+:3].[C:4](=[O:7])([O-])[OH:5].[Na+].CS(C)=O.[CH2:13]([C:17]1[N:18]=[C:19]([CH3:45])[N:20]([C:39]2[CH:44]=[CH:43][CH:42]=[CH:41][CH:40]=2)[C:21](=[O:38])[C:22]=1[CH2:23][C:24]1[CH:29]=[CH:28][C:27]([C:30]2[C:31]([C:36]#[N:37])=[CH:32][CH:33]=[CH:34][CH:35]=2)=[CH:26][CH:25]=1)[CH2:14][CH2:15][CH3:16]. The catalyst is O.C(OCC)(=O)C. The product is [CH2:13]([C:17]1[N:18]=[C:19]([CH3:45])[N:20]([C:39]2[CH:44]=[CH:43][CH:42]=[CH:41][CH:40]=2)[C:21](=[O:38])[C:22]=1[CH2:23][C:24]1[CH:29]=[CH:28][C:27]([C:30]2[CH:35]=[CH:34][CH:33]=[CH:32][C:31]=2[C:36]2[NH:3][C:4](=[O:7])[O:5][N:37]=2)=[CH:26][CH:25]=1)[CH2:14][CH2:15][CH3:16]. The yield is 0.410. (2) The reactants are [CH2:1]([C:3]1[CH:10]=[CH:9][C:6]([CH2:7]Cl)=[CH:5][CH:4]=1)[CH3:2].[H-].[Na+].[F:13][C:14]([F:23])([F:22])[CH2:15][CH2:16][CH:17]([C:20]#[N:21])[C:18]#[N:19]. The catalyst is CN(C)C=O. The product is [CH2:1]([C:3]1[CH:10]=[CH:9][C:6]([CH2:7][C:17]([CH2:16][CH2:15][C:14]([F:13])([F:22])[F:23])([C:18]#[N:19])[C:20]#[N:21])=[CH:5][CH:4]=1)[CH3:2]. The yield is 0.500.